From a dataset of Catalyst prediction with 721,799 reactions and 888 catalyst types from USPTO. Predict which catalyst facilitates the given reaction. (1) Reactant: CC1C=C(C)C=C(C)C=1S([O-])(=O)=O.[NH2:14][N+:15]1[CH:20]=[CH:19][C:18]([CH2:21][CH3:22])=[CH:17][C:16]=1[O:23][CH2:24][C:25]1[C:30]([F:31])=[CH:29][CH:28]=[CH:27][C:26]=1[F:32].[C:33]([O:38][CH2:39][CH3:40])(=[O:37])[C:34]#[C:35][CH3:36].C(=O)([O-])[O-].[K+].[K+]. Product: [CH2:39]([O:38][C:33]([C:34]1[C:35]([CH3:36])=[N:14][N:15]2[C:16]([O:23][CH2:24][C:25]3[C:30]([F:31])=[CH:29][CH:28]=[CH:27][C:26]=3[F:32])=[CH:17][C:18]([CH2:21][CH3:22])=[CH:19][C:20]=12)=[O:37])[CH3:40]. The catalyst class is: 9. (2) Reactant: [CH3:1][C:2]1[S:3][CH2:4][C@@:5]([CH3:11])([C:7]([O:9]C)=[O:8])[N:6]=1.[OH-].[Na+].C(O)(=O)C. Product: [CH3:1][C:2]1[S:3][CH2:4][C@@:5]([CH3:11])([C:7]([OH:9])=[O:8])[N:6]=1. The catalyst class is: 8. (3) Reactant: [CH3:1][O:2][C:3]1[CH:11]=[C:10]2[C:6]([CH2:7][N:8]([CH:13]([CH:19]([CH3:21])[CH3:20])[C:14]([O:16]CC)=[O:15])[C:9]2=[O:12])=[CH:5][CH:4]=1.[OH-].[Na+]. Product: [CH3:1][O:2][C:3]1[CH:11]=[C:10]2[C:6]([CH2:7][N:8]([CH:13]([CH:19]([CH3:21])[CH3:20])[C:14]([OH:16])=[O:15])[C:9]2=[O:12])=[CH:5][CH:4]=1. The catalyst class is: 8. (4) Reactant: F[C:2]1[CH:3]=[C:4]([CH:9]=[CH:10][C:11]=1[N+:12]([O-:14])=[O:13])[C:5]([O:7][CH3:8])=[O:6].[NH2:15][CH2:16][C@@H:17]1[CH2:21][CH2:20][N:19]([C:22]([O:24][C:25]([CH3:28])([CH3:27])[CH3:26])=[O:23])[CH2:18]1. Product: [CH3:8][O:7][C:5]([C:4]1[CH:9]=[CH:10][C:11]([N+:12]([O-:14])=[O:13])=[C:2]([NH:15][CH2:16][C@@H:17]2[CH2:21][CH2:20][N:19]([C:22]([O:24][C:25]([CH3:28])([CH3:27])[CH3:26])=[O:23])[CH2:18]2)[CH:3]=1)=[O:6]. The catalyst class is: 10. (5) Reactant: [NH2:1][C@H:2]([C:27]1[CH:32]=[CH:31][C:30]([O:33][CH2:34][CH2:35][N:36]2[CH2:41][CH2:40][CH2:39][CH2:38][CH2:37]2)=[CH:29][CH:28]=1)[C:3]([NH:5][C@@H:6]([C@H:19]([C:21]1[CH:26]=[CH:25][CH:24]=[CH:23][CH:22]=1)[CH3:20])[C:7]([NH:9][C:10]1[S:11][CH:12]=[C:13]([C:15](=[O:18])[CH2:16][CH3:17])[N:14]=1)=[O:8])=[O:4].C(N(C(C)C)CC)(C)C.[O:51]=[C:52](Cl)OC(Cl)(Cl)Cl. Product: [O:51]=[C:52]1[NH:1][CH:2]([C:27]2[CH:28]=[CH:29][C:30]([O:33][CH2:34][CH2:35][N:36]3[CH2:37][CH2:38][CH2:39][CH2:40][CH2:41]3)=[CH:31][CH:32]=2)[C:3](=[O:4])[N:5]1[C@@H:6]([C@H:19]([C:21]1[CH:26]=[CH:25][CH:24]=[CH:23][CH:22]=1)[CH3:20])[C:7]([NH:9][C:10]1[S:11][CH:12]=[C:13]([C:15](=[O:18])[CH2:16][CH3:17])[N:14]=1)=[O:8]. The catalyst class is: 7.